From a dataset of Reaction yield outcomes from USPTO patents with 853,638 reactions. Predict the reaction yield, written as a fraction of the theoretical maximum amount of product (1.0 means a 100% yield; for example, 0.34 means a 34% yield). (1) The reactants are [N:1]1([C:6]2[CH:11]=[CH:10][C:9]([CH:12]([N:14]3[CH2:19][CH2:18][C:17]([CH2:21][C:22](=[O:29])[C:23]4[CH:28]=[CH:27][CH:26]=[CH:25][CH:24]=4)(O)[CH2:16][CH2:15]3)[CH3:13])=[CH:8][CH:7]=2)[CH2:5][CH2:4][CH2:3][CH2:2]1.C(=O)=O.CC(C)=O.CCN(S(F)(F)[F:43])CC.[Cl:46]CCl. No catalyst specified. The product is [ClH:46].[N:1]1([C:6]2[CH:11]=[CH:10][C:9]([CH:12]([N:14]3[CH2:19][CH2:18][C:17]([CH2:21][C:22](=[O:29])[C:23]4[CH:28]=[CH:27][CH:26]=[CH:25][CH:24]=4)([F:43])[CH2:16][CH2:15]3)[CH3:13])=[CH:8][CH:7]=2)[CH2:5][CH2:4][CH2:3][CH2:2]1. The yield is 0.402. (2) The reactants are C(Cl)(=O)C(Cl)=O.[F:7][C:8]1[CH:13]=[CH:12][C:11]([C:14]2[O:15][C:16]3[CH:25]=[C:24]([N:26]([CH3:31])[S:27]([CH3:30])(=[O:29])=[O:28])[C:23]([C:32]4[CH:37]=[CH:36][CH:35]=[C:34]([C:38](=[O:49])[NH:39][C:40]([C:43]5[CH:48]=[CH:47][CH:46]=[CH:45][CH:44]=5)([CH3:42])[CH3:41])[CH:33]=4)=[CH:22][C:17]=3[C:18]=2[C:19]([OH:21])=O)=[CH:10][CH:9]=1.[CH3:50][N:51](C=O)C.CCN(C(C)C)C(C)C.CN. The catalyst is ClCCCl.CCOC(C)=O. The product is [F:7][C:8]1[CH:13]=[CH:12][C:11]([C:14]2[O:15][C:16]3[CH:25]=[C:24]([N:26]([CH3:31])[S:27]([CH3:30])(=[O:28])=[O:29])[C:23]([C:32]4[CH:37]=[CH:36][CH:35]=[C:34]([C:38](=[O:49])[NH:39][C:40]([C:43]5[CH:44]=[CH:45][CH:46]=[CH:47][CH:48]=5)([CH3:41])[CH3:42])[CH:33]=4)=[CH:22][C:17]=3[C:18]=2[C:19]([NH:51][CH3:50])=[O:21])=[CH:10][CH:9]=1. The yield is 0.200.